From a dataset of Forward reaction prediction with 1.9M reactions from USPTO patents (1976-2016). Predict the product of the given reaction. (1) Given the reactants [CH3:1][C:2]1[C:6]([C:7]2[C:16]3[O:15][CH2:14][CH:13]([C:17]4[CH:22]=[CH:21][CH:20]=[CH:19][N:18]=4)[N:12]4[C:23](=[O:25])[NH:24][C:10]([C:11]=34)=[CH:9][CH:8]=2)=[C:5]([CH3:26])[O:4][N:3]=1.[OH:27]O, predict the reaction product. The product is: [CH3:1][C:2]1[C:6]([C:7]2[C:16]3[O:15][CH2:14][CH:13]([C:17]4[CH:22]=[CH:21][CH:20]=[CH:19][N+:18]=4[O-:27])[N:12]4[C:23](=[O:25])[NH:24][C:10]([C:11]=34)=[CH:9][CH:8]=2)=[C:5]([CH3:26])[O:4][N:3]=1. (2) The product is: [Cl:1][C:2]1[CH:7]=[CH:6][C:5]([S:8]([N:11]2[C:12]3[CH:17]=[CH:16][CH:15]=[CH:14][C:13]=3[C:20]3[NH:85][N:84]=[CH:88][C:19]=3[CH:18]2[CH2:23][CH3:24])(=[O:10])=[O:9])=[CH:4][CH:3]=1. Given the reactants [Cl:1][C:2]1[CH:7]=[CH:6][C:5]([S:8]([N:11]([CH:18]([CH2:23][CH3:24])[CH2:19][C:20](O)=O)[C:12]2[CH:17]=[CH:16][CH:15]=[CH:14][CH:13]=2)(=[O:10])=[O:9])=[CH:4][CH:3]=1.ClC1C=CC(S(N(C(C)CC(OC(C)(C)C)=O)C2C=CC=CC=2)(=O)=O)=CC=1.O=C(CC)CC(OC)=O.[OH-].[Na+].CC1CC(=O)C2C(=CC=CC=2)N1S(C1C=CC=CN=1)(=O)=O.[NH:84]1[CH:88]=CC=[N:85]1, predict the reaction product. (3) Given the reactants [F:1][C:2]1[CH:3]=[C:4]([C:8]2[CH:29]=[CH:28][C:11]([C:12]([NH:14][CH:15]3[CH2:20][CH2:19][NH:18][CH2:17][CH:16]3[C:21]3[CH:26]=[CH:25][C:24]([F:27])=[CH:23][CH:22]=3)=[O:13])=[CH:10][N:9]=2)[CH:5]=[CH:6][CH:7]=1.[C:30](OC(=O)C)(=[O:32])[CH3:31], predict the reaction product. The product is: [C:30]([N:18]1[CH2:19][CH2:20][CH:15]([NH:14][C:12](=[O:13])[C:11]2[CH:28]=[CH:29][C:8]([C:4]3[CH:5]=[CH:6][CH:7]=[C:2]([F:1])[CH:3]=3)=[N:9][CH:10]=2)[CH:16]([C:21]2[CH:22]=[CH:23][C:24]([F:27])=[CH:25][CH:26]=2)[CH2:17]1)(=[O:32])[CH3:31].